Task: Regression/Classification. Given a drug SMILES string, predict its toxicity properties. Task type varies by dataset: regression for continuous values (e.g., LD50, hERG inhibition percentage) or binary classification for toxic/non-toxic outcomes (e.g., AMES mutagenicity, cardiotoxicity, hepatotoxicity). Dataset: herg_karim.. Dataset: hERG potassium channel inhibition data for cardiac toxicity prediction from Karim et al. The result is 0 (non-blocker). The compound is [NH3+][C@H]1CN(c2ccn3cnnc3n2)CC[C@@H]1c1cc(F)c(F)cc1F.